This data is from Reaction yield outcomes from USPTO patents with 853,638 reactions. The task is: Predict the reaction yield, written as a fraction of the theoretical maximum amount of product (1.0 means a 100% yield; for example, 0.34 means a 34% yield). (1) The reactants are [Cl:1][C:2]1[CH:3]=[CH:4][C:5]([O:20][CH3:21])=[C:6]([C:8]([CH3:19])([CH3:18])[CH2:9][CH:10]([C:14]([F:17])([F:16])[F:15])[CH:11](O)[OH:12])[CH:7]=1.C(Cl)(=O)C(Cl)=[O:24].CS(C)=O. No catalyst specified. The product is [Cl:1][C:2]1[CH:3]=[CH:4][C:5]([O:20][CH3:21])=[C:6]([C:8]([CH3:19])([CH3:18])[CH2:9][C:10]([OH:24])([C:14]([F:17])([F:16])[F:15])[CH:11]=[O:12])[CH:7]=1. The yield is 0.984. (2) The reactants are [C:1]1(=O)[CH2:5][CH2:4][CH2:3][CH2:2]1.[C:7]([O:11][C:12]([CH3:15])([CH3:14])[CH3:13])(=[O:10])[NH:8][NH2:9]. No catalyst specified. The product is [C:12]([O:11][C:7]([NH:8][NH:9][CH:1]1[CH2:5][CH2:4][CH2:3][CH2:2]1)=[O:10])([CH3:15])([CH3:14])[CH3:13]. The yield is 0.470. (3) The product is [Cl:1][C:2]1[N:7]=[C:6]([NH:14][CH2:12][CH3:13])[C:5]([N+:9]([O-:11])=[O:10])=[CH:4][N:3]=1. The yield is 0.810. The catalyst is C1COCC1.CC(O)C. The reactants are [Cl:1][C:2]1[N:7]=[C:6](Cl)[C:5]([N+:9]([O-:11])=[O:10])=[CH:4][N:3]=1.[CH2:12]([NH2:14])[CH3:13]. (4) The reactants are [CH:1]([NH:4][C:5](=[O:35])[CH2:6][N:7]1[C:16](=[O:17])[C:15]2[C:10](=[CH:11][CH:12]=[C:13](B3OC(C)(C)C(C)(C)O3)[CH:14]=2)[N:9]=[C:8]1[C:27]1[CH:32]=[CH:31][CH:30]=[C:29]([O:33][CH3:34])[CH:28]=1)([CH3:3])[CH3:2].Br[C:37]1[CH:38]=[C:39]([CH:42]=[CH:43][C:44]=1[F:45])[CH:40]=[O:41].[O-]P([O-])([O-])=O.[K+].[K+].[K+]. The catalyst is CN(C=O)C.C1C=CC([P]([Pd]([P](C2C=CC=CC=2)(C2C=CC=CC=2)C2C=CC=CC=2)([P](C2C=CC=CC=2)(C2C=CC=CC=2)C2C=CC=CC=2)[P](C2C=CC=CC=2)(C2C=CC=CC=2)C2C=CC=CC=2)(C2C=CC=CC=2)C2C=CC=CC=2)=CC=1. The product is [F:45][C:44]1[CH:43]=[CH:42][C:39]([CH:40]=[O:41])=[CH:38][C:37]=1[C:13]1[CH:14]=[C:15]2[C:10](=[CH:11][CH:12]=1)[N:9]=[C:8]([C:27]1[CH:32]=[CH:31][CH:30]=[C:29]([O:33][CH3:34])[CH:28]=1)[N:7]([CH2:6][C:5]([NH:4][CH:1]([CH3:3])[CH3:2])=[O:35])[C:16]2=[O:17]. The yield is 0.270. (5) The product is [Br:13][CH2:3][C:4]([C:6]1[NH:7][CH:8]=[CH:9][CH:10]=1)=[O:5]. The yield is 0.800. The reactants are C[Si](C)(C)[O:3][C:4]([C:6]1[NH:7][CH:8]=[CH:9][CH:10]=1)=[CH2:5].[Br:13]N1C(=O)CCC1=O. The catalyst is C(Cl)Cl.C(OCC)(=O)C. (6) The reactants are [F:1][C:2]([F:38])([F:37])[O:3][C:4]1[CH:9]=[CH:8][C:7]([N:10]2[CH:14]=[C:13]([C:15]([NH:17][C:18]3[CH:23]=[CH:22][C:21]([C@@H:24]4[O:29][CH2:28][CH2:27][N:26](C(OC(C)(C)C)=O)[CH2:25]4)=[CH:20][CH:19]=3)=[O:16])[CH:12]=[N:11]2)=[CH:6][CH:5]=1.[ClH:39].CCOCC. The catalyst is O1CCOCC1. The product is [ClH:39].[NH:26]1[CH2:27][CH2:28][O:29][C@@H:24]([C:21]2[CH:22]=[CH:23][C:18]([NH:17][C:15]([C:13]3[CH:12]=[N:11][N:10]([C:7]4[CH:8]=[CH:9][C:4]([O:3][C:2]([F:38])([F:1])[F:37])=[CH:5][CH:6]=4)[CH:14]=3)=[O:16])=[CH:19][CH:20]=2)[CH2:25]1. The yield is 0.870.